Task: Predict the reaction yield, written as a fraction of the theoretical maximum amount of product (1.0 means a 100% yield; for example, 0.34 means a 34% yield).. Dataset: Reaction yield outcomes from USPTO patents with 853,638 reactions (1) The reactants are Cl[C:2]1[CH:7]=[C:6]([NH:8][C:9]2[CH:16]=[CH:15][CH:14]=[CH:13][C:10]=2[C:11]#[N:12])[C:5]([Cl:17])=[CH:4][N:3]=1.[CH2:18]([N:20]1[C:24]([NH2:25])=[CH:23][C:22]([CH3:26])=[N:21]1)[CH3:19].C1C=CC(P(C2C(C3C(P(C4C=CC=CC=4)C4C=CC=CC=4)=CC=C4C=3C=CC=C4)=C3C(C=CC=C3)=CC=2)C2C=CC=CC=2)=CC=1.C(=O)([O-])[O-].[Cs+].[Cs+]. The catalyst is O1CCOCC1.C([O-])(=O)C.[Pd+2].C([O-])(=O)C. The product is [Cl:17][C:5]1[C:6]([NH:8][C:9]2[CH:16]=[CH:15][CH:14]=[CH:13][C:10]=2[C:11]#[N:12])=[CH:7][C:2]([NH:25][C:24]2[N:20]([CH2:18][CH3:19])[N:21]=[C:22]([CH3:26])[CH:23]=2)=[N:3][CH:4]=1. The yield is 0.456. (2) The reactants are [C:1]1([C:7]2[N:11]=[C:10]([N:12]3[CH2:17][CH2:16][N:15]([C:18]([NH:20][C:21]4[CH:22]=[C:23]([CH:28]=[CH:29][CH:30]=4)[C:24](OC)=[O:25])=[O:19])[CH2:14][CH2:13]3)[S:9][N:8]=2)[CH:6]=[CH:5][CH:4]=[CH:3][CH:2]=1.[H-].C([Al+]CC(C)C)C(C)C.C1(C)C=CC=CC=1.[Cl-].[NH4+]. The catalyst is O1CCCC1. The product is [OH:25][CH2:24][C:23]1[CH:22]=[C:21]([NH:20][C:18]([N:15]2[CH2:16][CH2:17][N:12]([C:10]3[S:9][N:8]=[C:7]([C:1]4[CH:2]=[CH:3][CH:4]=[CH:5][CH:6]=4)[N:11]=3)[CH2:13][CH2:14]2)=[O:19])[CH:30]=[CH:29][CH:28]=1. The yield is 0.150. (3) The reactants are [C:1]([C:5]1[O:9][N:8]=[C:7]([NH:10][C:11]([NH:13][C:14]2[CH:19]=[CH:18][CH:17]=[C:16]([S:20][C:21]3[C:30]4[C:25](=[CH:26][C:27]([O:41][CH3:42])=[C:28]([O:31][CH2:32][CH2:33][CH2:34][N:35]5[CH2:40][CH2:39][CH2:38][CH2:37][CH2:36]5)[CH:29]=4)[N:24]=[CH:23][N:22]=3)[CH:15]=2)=[O:12])[CH:6]=1)([CH3:4])([CH3:3])[CH3:2].N1CCC([CH2:49][OH:50])CC1. No catalyst specified. The product is [C:1]([C:5]1[O:9][N:8]=[C:7]([NH:10][C:11]([NH:13][C:14]2[CH:19]=[CH:18][CH:17]=[C:16]([S:20][C:21]3[C:30]4[C:25](=[CH:26][C:27]([O:41][CH3:42])=[C:28]([O:31][CH2:32][CH2:33][CH2:34][N:35]5[CH2:40][CH2:39][CH:38]([CH2:49][OH:50])[CH2:37][CH2:36]5)[CH:29]=4)[N:24]=[CH:23][N:22]=3)[CH:15]=2)=[O:12])[CH:6]=1)([CH3:4])([CH3:2])[CH3:3]. The yield is 0.580. (4) The yield is 0.770. The catalyst is ClCCCl. The reactants are [Br:1][C:2]1[CH:3]=[C:4]([CH:7]=O)[S:5][CH:6]=1.[CH3:9][NH:10][CH3:11].[BH-](OC(C)=O)(OC(C)=O)OC(C)=O.[Na+].CC(O)=O. The product is [Br:1][C:2]1[CH:3]=[C:4]([CH2:7][N:10]([CH3:11])[CH3:9])[S:5][CH:6]=1. (5) The reactants are [C:1]([C:3]1[C:4]([C:20]([F:23])([F:22])[F:21])=[C:5]2[C:9](=[CH:10][CH:11]=1)[N:8]([CH2:12][C:13](=[NH:16])[NH:14][OH:15])[C:7]([CH2:17][CH2:18][CH3:19])=[CH:6]2)#[N:2].[Cl:24][C:25]1[CH:33]=[CH:32][C:31]([C:34]([F:37])([F:36])[F:35])=[CH:30][C:26]=1[C:27](Cl)=O.C(N(CC)C(C)C)(C)C. The catalyst is C(#N)C. The product is [Cl:24][C:25]1[CH:33]=[CH:32][C:31]([C:34]([F:35])([F:36])[F:37])=[CH:30][C:26]=1[C:27]1[O:15][N:14]=[C:13]([CH2:12][N:8]2[C:9]3[C:5](=[C:4]([C:20]([F:22])([F:23])[F:21])[C:3]([C:1]#[N:2])=[CH:11][CH:10]=3)[CH:6]=[C:7]2[CH2:17][CH2:18][CH3:19])[N:16]=1. The yield is 0.160. (6) The reactants are [F:1][C:2]1[CH:3]=[C:4]([CH:14]=[CH:15][CH:16]=1)[CH2:5][N:6]1[CH:11]=[CH:10][C:9]([OH:12])=[CH:8][C:7]1=[O:13].N1C=CC=CC=1.[F:23][C:24]([F:37])([F:36])[S:25](O[S:25]([C:24]([F:37])([F:36])[F:23])(=[O:27])=[O:26])(=[O:27])=[O:26]. The catalyst is C(Cl)Cl. The product is [F:23][C:24]([F:37])([F:36])[S:25]([O:12][C:9]1[CH:10]=[CH:11][N:6]([CH2:5][C:4]2[CH:14]=[CH:15][CH:16]=[C:2]([F:1])[CH:3]=2)[C:7](=[O:13])[CH:8]=1)(=[O:27])=[O:26]. The yield is 0.900. (7) The reactants are [NH2:1][CH2:2][CH2:3][C:4]1[CH:9]=[CH:8][C:7]([OH:10])=[CH:6][CH:5]=1.[CH:11](=O)[C:12]1[CH:17]=[CH:16][CH:15]=[CH:14][CH:13]=1.[BH4-].[Na+]. The catalyst is CO. The product is [CH2:11]([NH:1][CH2:2][CH2:3][C:4]1[CH:9]=[CH:8][C:7]([OH:10])=[CH:6][CH:5]=1)[C:12]1[CH:17]=[CH:16][CH:15]=[CH:14][CH:13]=1. The yield is 0.910. (8) The reactants are [C:1]([O:5][C@@H:6]([C:11]1[C:16]([CH3:17])=[CH:15][CH:14]=[C:13]([OH:18])[C:12]=1[C:19]1[CH:20]=[CH:21][C:22]2[O:27][CH2:26][CH2:25][CH2:24][C:23]=2[CH:28]=1)[C:7]([O:9][CH3:10])=[O:8])([CH3:4])([CH3:3])[CH3:2].C(N(CC)CC)C.[F:36][C:37]([F:50])([F:49])[S:38](O[S:38]([C:37]([F:50])([F:49])[F:36])(=[O:40])=[O:39])(=[O:40])=[O:39].O. The catalyst is ClCCl. The product is [C:1]([O:5][C@@H:6]([C:11]1[C:16]([CH3:17])=[CH:15][CH:14]=[C:13]([O:18][S:38]([C:37]([F:50])([F:49])[F:36])(=[O:40])=[O:39])[C:12]=1[C:19]1[CH:20]=[CH:21][C:22]2[O:27][CH2:26][CH2:25][CH2:24][C:23]=2[CH:28]=1)[C:7]([O:9][CH3:10])=[O:8])([CH3:4])([CH3:2])[CH3:3]. The yield is 0.920.